Dataset: Forward reaction prediction with 1.9M reactions from USPTO patents (1976-2016). Task: Predict the product of the given reaction. Given the reactants [NH2:1][C:2]1[C:11]2[N:10]=[CH:9][CH:8]=[CH:7][C:6]=2[C:5]2[CH:12]=[C:13]([C:16]([O:18]CC)=[O:17])[CH:14]=[CH:15][C:4]=2[N:3]=1.[OH-].[Na+], predict the reaction product. The product is: [NH2:1][C:2]1[C:11]2[N:10]=[CH:9][CH:8]=[CH:7][C:6]=2[C:5]2[CH:12]=[C:13]([C:16]([OH:18])=[O:17])[CH:14]=[CH:15][C:4]=2[N:3]=1.